Task: Predict the reaction yield, written as a fraction of the theoretical maximum amount of product (1.0 means a 100% yield; for example, 0.34 means a 34% yield).. Dataset: Reaction yield outcomes from USPTO patents with 853,638 reactions (1) The reactants are [C:1]([C:4]1[C:22](=[O:23])[C@@:8]2([CH3:24])[C:9]3[C:15]([OH:16])=[CH:14][C:13]([O:17][CH3:18])=[C:12]([C:19]([NH2:21])=[O:20])[C:10]=3[O:11][C:7]2=[CH:6][C:5]=1[OH:25])(=[O:3])[CH3:2].[CH:26]([C:28]1[CH:37]=[CH:36][C:35]2[C:30](=[CH:31][CH:32]=[CH:33][CH:34]=2)[C:29]=1[CH:38]=O)=[CH2:27].C([SiH](CC)CC)C.FC(F)(F)C(O)=O. The catalyst is C(#N)C. The product is [C:1]([C:4]1[C:22](=[O:23])[C@@:8]2([CH3:24])[C:9]3[C:15]([OH:16])=[CH:14][C:13]([O:17][CH3:18])=[C:12]([C:19]([NH:21][CH2:38][C:29]4[C:30]5[C:35](=[CH:34][CH:33]=[CH:32][CH:31]=5)[CH:36]=[CH:37][C:28]=4[CH:26]=[CH2:27])=[O:20])[C:10]=3[O:11][C:7]2=[CH:6][C:5]=1[OH:25])(=[O:3])[CH3:2]. The yield is 0.340. (2) The reactants are [Cl:1][C:2]1[CH:3]=[CH:4][C:5]([O:14]C)=[C:6]([CH:8]2[CH2:13][CH2:12][NH:11][CH2:10][CH2:9]2)[CH:7]=1.[BrH:16]. No catalyst specified. The product is [BrH:16].[Cl:1][C:2]1[CH:3]=[CH:4][C:5]([OH:14])=[C:6]([CH:8]2[CH2:9][CH2:10][NH:11][CH2:12][CH2:13]2)[CH:7]=1. The yield is 0.970. (3) The reactants are [C:1]([C:5]1[N:9]([CH2:10][CH:11]2[CH2:16][CH2:15][O:14][CH2:13][CH2:12]2)[C:8]2[CH:17]=[CH:18][C:19]([N:21](CC)[C:22](=O)[CH3:23])=[CH:20][C:7]=2[N:6]=1)([CH3:4])([CH3:3])[CH3:2]. The catalyst is CCO. The product is [C:1]([C:5]1[N:9]([CH2:10][CH:11]2[CH2:16][CH2:15][O:14][CH2:13][CH2:12]2)[C:8]2[CH:17]=[CH:18][C:19]([NH:21][CH2:22][CH3:23])=[CH:20][C:7]=2[N:6]=1)([CH3:4])([CH3:2])[CH3:3]. The yield is 1.00. (4) The reactants are [C:1]1([C:7](C2C=CC=CC=2)([C:15]2[CH:20]=[CH:19][CH:18]=[CH:17][CH:16]=2)[C:8]2[CH:13]=[CH:12][C:11](O)=[CH:10][CH:9]=2)[CH:6]=[CH:5][CH:4]=[CH:3][CH:2]=1.[C:27]1(P([C:27]2[CH:32]=[CH:31][CH:30]=[CH:29][CH:28]=2)[C:27]2[CH:32]=[CH:31][CH:30]=[CH:29][CH:28]=2)[CH:32]=[CH:31][CH:30]=[CH:29][CH:28]=1.[C:46]([O:50][CH2:51][CH2:52][OH:53])(=[O:49])[CH:47]=[CH2:48].N(C(OCC)=O)=NC(OCC)=O. The catalyst is C1COCC1. The product is [C:46]([O:50][CH2:51][CH:52]([C:7]([C:15]1[CH:20]=[CH:19][CH:18]=[CH:17][CH:16]=1)([C:8]1[CH:9]=[CH:10][CH:11]=[CH:12][CH:13]=1)[C:1]1[CH:2]=[CH:3][CH:4]=[CH:5][CH:6]=1)[O:53][C:27]1[CH:32]=[CH:31][CH:30]=[CH:29][CH:28]=1)(=[O:49])[CH:47]=[CH2:48]. The yield is 0.510. (5) The reactants are Cl[C:2]1[N:17]=[C:16]([Cl:18])[CH:15]=[CH:14][C:3]=1[C:4]([NH:6][CH2:7][C:8]1[CH:9]=[N:10][CH:11]=[CH:12][CH:13]=1)=[O:5].[F:19][C:20]1[CH:21]=[C:22]([CH:26]=[CH:27][CH:28]=1)[CH2:23][CH2:24][NH2:25].C([O-])([O-])=O.[K+].[K+].CN(C=O)C. The catalyst is C(OCC)(=O)C. The product is [Cl:18][C:16]1[CH:15]=[CH:14][C:3]([C:4]([NH:6][CH2:7][C:8]2[CH:9]=[N:10][CH:11]=[CH:12][CH:13]=2)=[O:5])=[C:2]([NH:25][CH2:24][CH2:23][C:22]2[CH:26]=[CH:27][CH:28]=[C:20]([F:19])[CH:21]=2)[N:17]=1. The yield is 0.460.